Predict the product of the given reaction. From a dataset of Forward reaction prediction with 1.9M reactions from USPTO patents (1976-2016). (1) The product is: [F:50][C:38]([F:37])([F:51])[C:39]1[CH:40]=[C:41]([C:45]([N:47]=[C:48]=[S:49])=[O:46])[CH:42]=[CH:43][CH:44]=1.[CH3:14][O:15][C:16]1[CH:17]=[C:18]2[C:23](=[CH:24][C:25]=1[O:26][CH3:27])[N:22]=[CH:21][CH:20]=[C:19]2[O:28][C:29]1[CH:35]=[CH:34][C:32]([NH:33][C:48]([NH:47][C:45](=[O:46])[C:41]2[CH:42]=[CH:43][CH:44]=[C:39]([C:38]([F:37])([F:51])[F:50])[CH:40]=2)=[S:49])=[CH:31][C:30]=1[F:36]. Given the reactants FC(F)(F)C1C=C(C(Cl)=O)C=CC=1.[CH3:14][O:15][C:16]1[CH:17]=[C:18]2[C:23](=[CH:24][C:25]=1[O:26][CH3:27])[N:22]=[CH:21][CH:20]=[C:19]2[O:28][C:29]1[CH:35]=[CH:34][C:32]([NH2:33])=[CH:31][C:30]=1[F:36].[F:37][C:38]([F:51])([F:50])[C:39]1[CH:40]=[C:41]([C:45]([N:47]=[C:48]=[S:49])=[O:46])[CH:42]=[CH:43][CH:44]=1, predict the reaction product. (2) Given the reactants [Br:1][C:2]1[CH:3]=[C:4]([CH:8]=[CH:9][CH:10]=1)[C:5]([OH:7])=[O:6].[CH3:11]O, predict the reaction product. The product is: [Br:1][C:2]1[CH:3]=[C:4]([CH:8]=[CH:9][CH:10]=1)[C:5]([O:7][CH3:11])=[O:6].